Dataset: Peptide-MHC class I binding affinity with 185,985 pairs from IEDB/IMGT. Task: Regression. Given a peptide amino acid sequence and an MHC pseudo amino acid sequence, predict their binding affinity value. This is MHC class I binding data. The peptide sequence is ELIRRVRRY. The MHC is HLA-A03:01 with pseudo-sequence HLA-A03:01. The binding affinity (normalized) is 0.0464.